The task is: Predict the reactants needed to synthesize the given product.. This data is from Full USPTO retrosynthesis dataset with 1.9M reactions from patents (1976-2016). (1) Given the product [Cl:14][C:12]1[CH:11]=[CH:10][C:9]([CH:15]2[CH2:16][CH2:17][N:18]([C:21](=[O:30])[CH2:22][N:23]3[C:27]([CH3:28])=[CH:26][C:25]([CH3:29])=[N:24]3)[CH2:19][CH2:20]2)=[C:8]([NH:7][C:5](=[O:6])[C:4]2[CH:31]=[CH:32][CH:33]=[CH:2][CH:3]=2)[CH:13]=1, predict the reactants needed to synthesize it. The reactants are: Cl[C:2]1[CH:3]=[C:4]([CH:31]=[CH:32][CH:33]=1)[C:5]([NH:7][C:8]1[CH:13]=[C:12]([Cl:14])[CH:11]=[CH:10][C:9]=1[C:15]1[CH2:16][CH2:17][N:18]([C:21](=[O:30])[CH2:22][N:23]2[C:27]([CH3:28])=[CH:26][C:25]([CH3:29])=[N:24]2)[CH2:19][CH:20]=1)=[O:6]. (2) Given the product [C:57]([O:56][C:54]([NH:53][CH2:52][C@H:49]1[CH2:50][CH2:51][C@H:46]([C:44]([NH:43][C@H:42]([C:61]([OH:63])=[O:62])[CH2:41][C:40]2[CH:64]=[CH:65][C:37]([C:2]3[C:7]([CH3:8])=[N:6][C:5]([C:9]([O:11][CH2:12][CH3:15])=[O:10])=[CH:4][CH:3]=3)=[CH:38][CH:39]=2)=[O:45])[CH2:47][CH2:48]1)=[O:55])([CH3:60])([CH3:59])[CH3:58], predict the reactants needed to synthesize it. The reactants are: Br[C:2]1[CH:3]=[CH:4][C:5]([C:9]([O:11][CH3:12])=[O:10])=[N:6][C:7]=1[CH3:8].B1(B2OC(C)(C)C(C)(C)O2)OC(C)(C)[C:15](C)(C)O1.C([O-])(=O)C.[K+].Br[C:37]1[CH:65]=[CH:64][C:40]([CH2:41][C@@H:42]([C:61]([OH:63])=[O:62])[NH:43][C:44]([C@H:46]2[CH2:51][CH2:50][C@H:49]([CH2:52][NH:53][C:54]([O:56][C:57]([CH3:60])([CH3:59])[CH3:58])=[O:55])[CH2:48][CH2:47]2)=[O:45])=[CH:39][CH:38]=1.C(=O)([O-])[O-].[Na+].[Na+]. (3) Given the product [CH3:9][O:10][C:11]([C:13]1[CH:21]=[C:20]2[C:16]([C:17]3[CH:25]=[C:24]([CH3:26])[CH:23]=[N:22][C:18]=3[NH:19]2)=[C:15]([C:27]2[CH:32]=[CH:31][CH:30]=[C:29]([S:33]([CH2:36][CH3:37])(=[O:35])=[O:34])[CH:28]=2)[C:14]=1[Br:1])=[O:12], predict the reactants needed to synthesize it. The reactants are: [Br:1]N1C(=O)CCC1=O.[CH3:9][O:10][C:11]([C:13]1[CH:21]=[C:20]2[C:16]([C:17]3[CH:25]=[C:24]([CH3:26])[CH:23]=[N:22][C:18]=3[NH:19]2)=[C:15]([C:27]2[CH:32]=[CH:31][CH:30]=[C:29]([S:33]([CH2:36][CH3:37])(=[O:35])=[O:34])[CH:28]=2)[CH:14]=1)=[O:12]. (4) Given the product [CH3:22][O:23][CH2:24][CH2:25][O:26][CH2:27][CH2:28][O:29][CH2:30][CH2:31][O:32][C@H:33]1[CH2:37][CH2:36][N:35]([C:13](=[O:15])[C@@H:12]([NH:11][C:9](=[O:10])[O:8][CH2:1][C:2]2[CH:3]=[CH:4][CH:5]=[CH:6][CH:7]=2)[C:16]2[CH:21]=[CH:20][CH:19]=[CH:18][CH:17]=2)[CH2:34]1, predict the reactants needed to synthesize it. The reactants are: [CH2:1]([O:8][C:9]([NH:11][C@@H:12]([C:16]1[CH:21]=[CH:20][CH:19]=[CH:18][CH:17]=1)[C:13]([OH:15])=O)=[O:10])[C:2]1[CH:7]=[CH:6][CH:5]=[CH:4][CH:3]=1.[CH3:22][O:23][CH2:24][CH2:25][O:26][CH2:27][CH2:28][O:29][CH2:30][CH2:31][O:32][C@H:33]1[CH2:37][CH2:36][NH:35][CH2:34]1.C(N(C(C)C)CC)(C)C.F[B-](F)(F)F.N1(OC(N(C)C)=[N+](C)C)C2C=CC=CC=2N=N1. (5) Given the product [O:18]1[CH2:22][CH2:21][CH:20]([CH2:23][NH:24][C:11]([C:8]2[CH:7]=[C:6]([CH2:5][C:4]3[CH:14]=[CH:15][C:16]([Cl:17])=[C:2]([Cl:1])[CH:3]=3)[O:10][N:9]=2)=[O:13])[CH2:19]1, predict the reactants needed to synthesize it. The reactants are: [Cl:1][C:2]1[CH:3]=[C:4]([CH:14]=[CH:15][C:16]=1[Cl:17])[CH2:5][C:6]1[O:10][N:9]=[C:8]([C:11]([OH:13])=O)[CH:7]=1.[O:18]1[CH2:22][CH2:21][CH:20]([CH2:23][NH2:24])[CH2:19]1.ON1C2C=CC=CC=2N=N1.Cl.C(N=C=NCCCN(C)C)C. (6) The reactants are: [CH3:1][O:2][C:3](=[O:33])[CH2:4][C@H:5]1[C:9]2[CH:10]=[CH:11][C:12]([O:14][C@H:15]3[C:23]4[C:18](=[C:19](B5OC(C)(C)C(C)(C)O5)[CH:20]=[CH:21][CH:22]=4)[CH2:17][CH2:16]3)=[CH:13][C:8]=2[O:7][CH2:6]1.I[C:35]1[CH:40]=[CH:39][CH:38]=[CH:37][C:36]=1[C:41]([F:44])([F:43])[F:42]. Given the product [CH3:1][O:2][C:3](=[O:33])[CH2:4][C@H:5]1[C:9]2[CH:10]=[CH:11][C:12]([O:14][C@H:15]3[C:23]4[C:18](=[C:19]([C:35]5[CH:40]=[CH:39][CH:38]=[CH:37][C:36]=5[C:41]([F:44])([F:43])[F:42])[CH:20]=[CH:21][CH:22]=4)[CH2:17][CH2:16]3)=[CH:13][C:8]=2[O:7][CH2:6]1, predict the reactants needed to synthesize it.